This data is from Full USPTO retrosynthesis dataset with 1.9M reactions from patents (1976-2016). The task is: Predict the reactants needed to synthesize the given product. Given the product [CH3:40][O:41][CH2:42][CH2:43][NH:44][C:2]1[C:10]2[C:5](=[N:6][CH:7]=[CH:8][C:9]=2[O:11][C:12]2[CH:30]=[CH:29][C:15]([C:16]([NH:18][C:19]3[CH:24]=[C:23]([C:25]([F:28])([F:27])[F:26])[CH:22]=[CH:21][N:20]=3)=[O:17])=[CH:14][CH:13]=2)[N:4]([CH2:31][C:32]2[CH:37]=[CH:36][C:35]([O:38][CH3:39])=[CH:34][CH:33]=2)[N:3]=1, predict the reactants needed to synthesize it. The reactants are: Br[C:2]1[C:10]2[C:5](=[N:6][CH:7]=[CH:8][C:9]=2[O:11][C:12]2[CH:30]=[CH:29][C:15]([C:16]([NH:18][C:19]3[CH:24]=[C:23]([C:25]([F:28])([F:27])[F:26])[CH:22]=[CH:21][N:20]=3)=[O:17])=[CH:14][CH:13]=2)[N:4]([CH2:31][C:32]2[CH:37]=[CH:36][C:35]([O:38][CH3:39])=[CH:34][CH:33]=2)[N:3]=1.[CH3:40][O:41][CH2:42][CH2:43][NH2:44].CC1(C)C2C(=C(P(C3C=CC=CC=3)C3C=CC=CC=3)C=CC=2)OC2C(P(C3C=CC=CC=3)C3C=CC=CC=3)=CC=CC1=2.C(O[K])(C)(C)C.